This data is from Catalyst prediction with 721,799 reactions and 888 catalyst types from USPTO. The task is: Predict which catalyst facilitates the given reaction. (1) Reactant: CC(C)([O-])C.[K+].[F:7][C:8]([F:17])([F:16])[C:9]1[CH:10]=[C:11]([OH:15])[CH:12]=[CH:13][CH:14]=1.[CH2:18]([O:20][C:21](=[O:26])[CH:22]=[C:23](Cl)[CH3:24])[CH3:19]. Product: [CH2:18]([O:20][C:21](=[O:26])/[CH:22]=[C:23](/[O:15][C:11]1[CH:12]=[CH:13][CH:14]=[C:9]([C:8]([F:16])([F:17])[F:7])[CH:10]=1)\[CH3:24])[CH3:19]. The catalyst class is: 7. (2) The catalyst class is: 43. Product: [CH3:7][O:8][C:9]1[CH:10]=[CH:11][C:12]2[CH2:13][C@H:14]3[C@@H:19]([C:20]=2[CH:21]=1)[CH2:18][CH2:17][CH2:16][NH:15]3. Reactant: S(=O)(=O)(O)O.O.[CH3:7][O:8][C:9]1[CH:10]=[CH:11][C:12]2[C:13](=O)[C:14]3[C:19]([C:20]=2[CH:21]=1)=[CH:18][CH:17]=[CH:16][N:15]=3. (3) Reactant: C[Al](C)C.Cl.[CH3:6][NH:7][CH3:8].[Br:9][C:10]1[C:23]([CH3:24])=[C:22]([C:25]#[N:26])[C:13]2[N:14]=[C:15]([C:17]([O:19]CC)=O)[O:16][C:12]=2[C:11]=1[F:27].Cl. Product: [Br:9][C:10]1[C:23]([CH3:24])=[C:22]([C:25]#[N:26])[C:13]2[N:14]=[C:15]([C:17]([N:7]([CH3:8])[CH3:6])=[O:19])[O:16][C:12]=2[C:11]=1[F:27]. The catalyst class is: 4. (4) Product: [F:13][C:14]1[CH:19]=[C:18]([CH2:20][C:24]([C:25]2[CH:30]=[CH:29][CH:28]=[C:27]([C:31]([F:32])([F:33])[F:34])[CH:26]=2)=[O:35])[CH:17]=[CH:16][N:15]=1. Reactant: C(NC(C)C)(C)C.C([Li])CCC.[F:13][C:14]1[CH:19]=[C:18]([CH3:20])[CH:17]=[CH:16][N:15]=1.CON(C)[C:24](=[O:35])[C:25]1[CH:30]=[CH:29][CH:28]=[C:27]([C:31]([F:34])([F:33])[F:32])[CH:26]=1. The catalyst class is: 1. (5) Reactant: FC(F)(F)C(O)=O.[Cl:8][C:9]1[C:10]([F:40])=[C:11]([CH:15]2[C:19]([C:22]3[CH:27]=[CH:26][C:25]([Cl:28])=[CH:24][C:23]=3[F:29])([C:20]#[N:21])[CH:18]([CH2:30][C:31]3([CH2:35][OH:36])[CH2:34][CH2:33][CH2:32]3)[NH:17][CH:16]2[C:37](O)=[O:38])[CH:12]=[CH:13][CH:14]=1.CC1(C)[O:46][C@@H:45]([CH2:47][CH2:48][NH2:49])[CH2:44][O:43]1.CN(C(ON1N=NC2C=CC=NC1=2)=[N+](C)C)C.F[P-](F)(F)(F)(F)F.CCN(C(C)C)C(C)C.Cl. Product: [OH:46][C@H:45]([CH2:44][OH:43])[CH2:47][CH2:48][NH:49][C:37]([CH:16]1[CH:15]([C:11]2[CH:12]=[CH:13][CH:14]=[C:9]([Cl:8])[C:10]=2[F:40])[C:19]([C:22]2[CH:27]=[CH:26][C:25]([Cl:28])=[CH:24][C:23]=2[F:29])([C:20]#[N:21])[CH:18]([CH2:30][C:31]2([CH2:35][OH:36])[CH2:32][CH2:33][CH2:34]2)[NH:17]1)=[O:38]. The catalyst class is: 539. (6) Reactant: Cl[CH2:2][CH2:3][C@H:4]([C:6]1[CH:11]=[CH:10][CH:9]=[CH:8][CH:7]=1)[OH:5].[CH3:12][CH:13]([CH3:29])[C:14]([NH:16][C:17]1[CH:22]=[CH:21][CH:20]=[C:19]([CH:23]2[CH2:28][CH2:27][NH:26][CH2:25][CH2:24]2)[CH:18]=1)=[O:15].C(=O)([O-])[O-].[K+].[K+].[I-].[Na+]. Product: [OH:5][C@@H:4]([C:6]1[CH:11]=[CH:10][CH:9]=[CH:8][CH:7]=1)[CH2:3][CH2:2][N:26]1[CH2:27][CH2:28][CH:23]([C:19]2[CH:18]=[C:17]([NH:16][C:14](=[O:15])[CH:13]([CH3:12])[CH3:29])[CH:22]=[CH:21][CH:20]=2)[CH2:24][CH2:25]1. The catalyst class is: 136. (7) Reactant: [CH2:1]([NH2:4])[CH:2]=[CH2:3].C[Al](C)C.C1(C)C=CC=CC=1.[Cl:16][C:17]1[CH:25]=[C:24]2[C:20]([CH:21]=[C:22]([C:27](=[O:44])[NH:28][CH:29]([C:34]3[CH:39]=[CH:38][CH:37]=[C:36]([C:40]([F:43])([F:42])[F:41])[CH:35]=3)[C:30]([F:33])([F:32])[F:31])[N:23]2[CH3:26])=[CH:19][C:18]=1[C:45](OCC)=[O:46]. Product: [CH2:1]([NH:4][C:45]([C:18]1[CH:19]=[C:20]2[C:24](=[CH:25][C:17]=1[Cl:16])[N:23]([CH3:26])[C:22]([C:27]([NH:28][CH:29]([C:34]1[CH:39]=[CH:38][CH:37]=[C:36]([C:40]([F:42])([F:43])[F:41])[CH:35]=1)[C:30]([F:31])([F:32])[F:33])=[O:44])=[CH:21]2)=[O:46])[CH:2]=[CH2:3]. The catalyst class is: 46. (8) Reactant: [Br:1][C:2]1[CH:3]=[C:4]([CH:7]=[CH:8][C:9]=1[SH:10])[C:5]#[N:6].[CH2:11]([OH:13])[CH3:12]. Product: [Br:1][C:2]1[CH:3]=[C:4]([C:5](=[NH:6])[O:13][CH2:11][CH3:12])[CH:7]=[CH:8][C:9]=1[SH:10]. The catalyst class is: 648. (9) Reactant: C(=O)([O-])O.[Na+].[NH2:6][CH2:7][CH2:8][CH2:9][CH2:10][C:11]1[CH:19]=[CH:18][C:14]([C:15]([OH:17])=[O:16])=[CH:13][CH:12]=1.O.Cl[C:22]([O:24][CH2:25][C:26]1[CH:31]=[CH:30][CH:29]=[CH:28][CH:27]=1)=[O:23]. Product: [CH2:25]([O:24][C:22]([NH:6][CH2:7][CH2:8][CH2:9][CH2:10][C:11]1[CH:19]=[CH:18][C:14]([C:15]([OH:17])=[O:16])=[CH:13][CH:12]=1)=[O:23])[C:26]1[CH:31]=[CH:30][CH:29]=[CH:28][CH:27]=1. The catalyst class is: 1.